This data is from Reaction yield outcomes from USPTO patents with 853,638 reactions. The task is: Predict the reaction yield, written as a fraction of the theoretical maximum amount of product (1.0 means a 100% yield; for example, 0.34 means a 34% yield). The reactants are [F:1][C:2]1[CH:7]=[CH:6][C:5]([N:8]2[C:12]3=[N:13][CH:14]=[CH:15][C:16](B(O)O)=[C:11]3[CH:10]=[N:9]2)=[CH:4][CH:3]=1.Br[C:21]1[CH:22]=[N:23][CH:24]=[CH:25][C:26]=1[Cl:27].C(=O)([O-])[O-].[Na+].[Na+]. The catalyst is C1C=CC([P]([Pd]([P](C2C=CC=CC=2)(C2C=CC=CC=2)C2C=CC=CC=2)([P](C2C=CC=CC=2)(C2C=CC=CC=2)C2C=CC=CC=2)[P](C2C=CC=CC=2)(C2C=CC=CC=2)C2C=CC=CC=2)(C2C=CC=CC=2)C2C=CC=CC=2)=CC=1.CCO.COCCOC.O. The product is [Cl:27][C:26]1[CH:25]=[CH:24][N:23]=[CH:22][C:21]=1[C:16]1[CH:15]=[CH:14][N:13]=[C:12]2[N:8]([C:5]3[CH:6]=[CH:7][C:2]([F:1])=[CH:3][CH:4]=3)[N:9]=[CH:10][C:11]=12. The yield is 0.110.